Dataset: Reaction yield outcomes from USPTO patents with 853,638 reactions. Task: Predict the reaction yield, written as a fraction of the theoretical maximum amount of product (1.0 means a 100% yield; for example, 0.34 means a 34% yield). (1) The product is [F:14][C:15]([F:26])([F:25])[C:16]1[CH:17]=[C:18]([CH:22]=[CH:23][CH:24]=1)[C:19]([N:11]=[C:9]1[N:8]([CH:28]([CH2:33][CH3:34])[C:29]([OH:31])=[O:30])[C:7]2[CH:12]=[C:13]3[O:1][CH2:2][O:3][C:4]3=[CH:5][C:6]=2[S:10]1)=[O:20]. The reactants are [O:1]1[C:13]2[C:4](=[CH:5][C:6]3[S:10][C:9]([NH2:11])=[N:8][C:7]=3[CH:12]=2)[O:3][CH2:2]1.[F:14][C:15]([F:26])([F:25])[C:16]1[CH:17]=[C:18]([CH:22]=[CH:23][CH:24]=1)[C:19](Cl)=[O:20].Br[CH:28]([CH2:33][CH3:34])[C:29]([O:31]C)=[O:30].COC1C=CC2N=C(N)SC=2C=1.ClC1C=C(C=CC=1)C(Cl)=O.BrCC(OCC)=O. No catalyst specified. The yield is 0.150. (2) The reactants are [NH2:1][C:2]1[C:3]([CH3:18])=[CH:4][C:5]([O:8][CH:9]([C:14]([F:17])([F:16])[F:15])[C:10]([F:13])([F:12])[F:11])=[N:6][CH:7]=1.CN(C)C=O.[Cl:24]N1C(=O)CCC1=O. The catalyst is O. The product is [NH2:1][C:2]1[C:7]([Cl:24])=[N:6][C:5]([O:8][CH:9]([C:10]([F:11])([F:12])[F:13])[C:14]([F:17])([F:15])[F:16])=[CH:4][C:3]=1[CH3:18]. The yield is 0.440. (3) The reactants are [CH3:1][O:2][C:3]1[CH:16]=[C:15]([O:17][CH3:18])[CH:14]=[CH:13][C:4]=1[CH2:5][NH:6][C:7]1[CH:12]=[CH:11][N:10]=[CH:9][N:8]=1.[F:19][C:20]1[CH:25]=[C:24]([F:26])[C:23]([CH3:27])=[CH:22][C:21]=1[S:28](Cl)(=[O:30])=[O:29].N12CCN(CC1)CC2. The yield is 0.790. The product is [CH3:1][O:2][C:3]1[CH:16]=[C:15]([O:17][CH3:18])[CH:14]=[CH:13][C:4]=1[CH2:5][N:6]([C:7]1[CH:12]=[CH:11][N:10]=[CH:9][N:8]=1)[S:28]([C:21]1[CH:22]=[C:23]([CH3:27])[C:24]([F:26])=[CH:25][C:20]=1[F:19])(=[O:30])=[O:29]. The catalyst is C1COCC1. (4) The reactants are C(N(C(C)C)CC)(C)C.Cl[C:11]1[N:16]=[C:15]([NH:17][C:18]2[C:19]([O:24][CH3:25])=[N:20][CH:21]=[CH:22][CH:23]=2)[C:14]([N+:26]([O-:28])=[O:27])=[CH:13][CH:12]=1.Cl.[F:30][C:31]1[CH:32]=[CH:33][C:34]([C@@H:37]([NH2:39])[CH3:38])=[N:35][CH:36]=1. The catalyst is C(O)CCC.C(OCC)(=O)C. The product is [F:30][C:31]1[CH:32]=[CH:33][C:34]([C@@H:37]([NH:39][C:11]2[N:16]=[C:15]([NH:17][C:18]3[C:19]([O:24][CH3:25])=[N:20][CH:21]=[CH:22][CH:23]=3)[C:14]([N+:26]([O-:28])=[O:27])=[CH:13][CH:12]=2)[CH3:38])=[N:35][CH:36]=1. The yield is 0.940. (5) The yield is 0.210. The product is [CH2:1]([O:3][C:4]1[CH:9]=[CH:8][C:7]([C:10]2[CH:11]=[C:12]3[C:16](=[CH:17][CH:18]=2)[C:15](=[O:19])[O:14][CH2:13]3)=[C:6]([O:20][CH2:29][CH:30]([CH3:32])[CH3:31])[C:5]=1[O:21][CH3:22])[CH3:2]. The reactants are [CH2:1]([O:3][C:4]1[CH:9]=[CH:8][C:7]([C:10]2[CH:11]=[C:12]3[C:16](=[CH:17][CH:18]=2)[C:15](=[O:19])[O:14][CH2:13]3)=[C:6]([OH:20])[C:5]=1[O:21][CH3:22])[CH3:2].C(=O)([O-])[O-].[K+].[K+].[CH2:29](Br)[CH:30]([CH3:32])[CH3:31]. The catalyst is C(#N)C. (6) The reactants are [C:1]([O:5][C:6]([NH:8][CH2:9][C:10]1[S:11][CH:12]=[C:13]([C:15]([OH:17])=[O:16])[N:14]=1)=[O:7])([CH3:4])([CH3:3])[CH3:2].[CH3:18]I.[H-].[Na+]. The catalyst is C1COCC1.C(OCC)(=O)C. The product is [C:1]([O:5][C:6]([N:8]([CH2:9][C:10]1[S:11][CH:12]=[C:13]([C:15]([OH:17])=[O:16])[N:14]=1)[CH3:18])=[O:7])([CH3:4])([CH3:2])[CH3:3]. The yield is 0.820. (7) The reactants are CCN(C(C)C)C(C)C.[Br:10][C:11]1[CH:12]=[C:13]2[C:18](=[CH:19][CH:20]=1)[C:17]([CH2:21][N:22]1[C:28](=[O:29])[C@@H:27]([NH:30][C:31](=[O:43])[C@@H:32]([N:34]([C:36]([O:38][C:39]([CH3:42])([CH3:41])[CH3:40])=[O:37])[CH3:35])[CH3:33])[CH2:26][O:25][C:24]3[C:44]([C:48](O)=[O:49])=[CH:45][CH:46]=[CH:47][C:23]1=3)=[C:16]([O:51][CH3:52])[CH:15]=[CH:14]2.Cl.[NH2:54][CH2:55][CH2:56][C:57]([O:59][C:60]([CH3:63])([CH3:62])[CH3:61])=[O:58].CN(C(ON1N=NC2C=CC=CC1=2)=[N+](C)C)C.F[P-](F)(F)(F)(F)F.C1C=CC2N(O)N=NC=2C=1.O. The catalyst is CN(C=O)C.CCOC(C)=O. The product is [C:60]([O:59][C:57](=[O:58])[CH2:56][CH2:55][NH:54][C:48]([C:44]1[C:24]2[O:25][CH2:26][C@H:27]([NH:30][C:31](=[O:43])[C@@H:32]([N:34]([C:36]([O:38][C:39]([CH3:41])([CH3:42])[CH3:40])=[O:37])[CH3:35])[CH3:33])[C:28](=[O:29])[N:22]([CH2:21][C:17]3[C:18]4[C:13](=[CH:12][C:11]([Br:10])=[CH:20][CH:19]=4)[CH:14]=[CH:15][C:16]=3[O:51][CH3:52])[C:23]=2[CH:47]=[CH:46][CH:45]=1)=[O:49])([CH3:63])([CH3:62])[CH3:61]. The yield is 0.690. (8) The reactants are O=[C:2]([CH3:5])[CH:3]=O.[Cl:6][C:7]1[C:8]([N+:15]([O-:17])=[O:16])=[C:9]([NH2:14])[C:10]([NH2:13])=[CH:11][CH:12]=1. The catalyst is C1COCC1.Cl. The product is [Cl:6][C:7]1[C:8]([N+:15]([O-:17])=[O:16])=[C:9]2[C:10]([N:13]=[CH:3][C:2]([CH3:5])=[N:14]2)=[CH:11][CH:12]=1. The yield is 0.810.